This data is from Full USPTO retrosynthesis dataset with 1.9M reactions from patents (1976-2016). The task is: Predict the reactants needed to synthesize the given product. (1) Given the product [F:12][C:13]([F:23])([F:24])[C:14]1[CH:15]=[C:16]([CH:20]=[CH:21][CH:22]=1)[C:17]([NH:1][C:2]1[CH:3]=[CH:4][C:5]([Cl:11])=[C:6]([CH:10]=1)[C:7]([OH:9])=[O:8])=[O:18], predict the reactants needed to synthesize it. The reactants are: [NH2:1][C:2]1[CH:3]=[CH:4][C:5]([Cl:11])=[C:6]([CH:10]=1)[C:7]([OH:9])=[O:8].[F:12][C:13]([F:24])([F:23])[C:14]1[CH:15]=[C:16]([CH:20]=[CH:21][CH:22]=1)[C:17](Cl)=[O:18].C(Cl)(=O)C1C=CC=CC=1. (2) Given the product [F:13][C:11]1[CH:10]=[C:4]([CH:3]=[C:2]([F:1])[CH:12]=1)[C@H:5]([OH:9])[C:6]([NH:15][C@H:16]([C:20]([NH:22][N:23]1[C:29](=[O:30])[CH:28]([CH2:31][CH2:32][CH2:33][CH2:34][CH2:35][CH3:36])[C:27]2[CH:37]=[CH:38][CH:39]=[CH:40][C:26]=2[C:25]2[CH:41]=[CH:42][CH:43]=[CH:44][C:24]1=2)=[O:21])[CH:17]([CH3:18])[CH3:19])=[O:8], predict the reactants needed to synthesize it. The reactants are: [F:1][C:2]1[CH:3]=[C:4]([CH:10]=[C:11]([F:13])[CH:12]=1)[C@H:5]([OH:9])[C:6]([OH:8])=O.Cl.[NH2:15][C@H:16]([C:20]([NH:22][N:23]1[C:29](=[O:30])[CH:28]([CH2:31][CH2:32][CH2:33][CH2:34][CH2:35][CH3:36])[C:27]2[CH:37]=[CH:38][CH:39]=[CH:40][C:26]=2[C:25]2[CH:41]=[CH:42][CH:43]=[CH:44][C:24]1=2)=[O:21])[CH:17]([CH3:19])[CH3:18]. (3) The reactants are: [CH2:1]([O:8][C:9]1[CH:14]=[CH:13][C:12]([Cl:15])=[CH:11][C:10]=1B(O)O)[C:2]1[CH:7]=[CH:6][CH:5]=[CH:4][CH:3]=1.[Cl:19][C:20]1[CH:25]=[C:24]([S:26]([CH3:29])(=[O:28])=[O:27])[CH:23]=[CH:22][C:21]=1I. Given the product [Cl:19][C:20]1[CH:25]=[C:24]([S:26]([CH3:29])(=[O:28])=[O:27])[CH:23]=[CH:22][C:21]=1[C:10]1[CH:11]=[C:12]([Cl:15])[CH:13]=[CH:14][C:9]=1[O:8][CH2:1][C:2]1[CH:7]=[CH:6][CH:5]=[CH:4][CH:3]=1, predict the reactants needed to synthesize it. (4) Given the product [F:1][C:2]1[CH:3]=[C:4]([CH2:23][CH2:24][C:25]([O:27][CH2:28][CH3:29])=[O:26])[CH:5]=[C:6]([C@H:9]2[CH2:10][O:22]2)[C:7]=1[F:8], predict the reactants needed to synthesize it. The reactants are: [F:1][C:2]1[CH:3]=[C:4]([CH2:23][CH2:24][C:25]([O:27][CH2:28][CH3:29])=[O:26])[CH:5]=[C:6]([C@H:9]([OH:22])[CH2:10]OS(C2C=CC(C)=CC=2)(=O)=O)[C:7]=1[F:8].C(=O)([O-])[O-].[K+].[K+]. (5) The reactants are: [I:1][C:2]1[CH:11]=[CH:10][C:5]2[C:6]([CH3:9])=[N:7][O:8][C:4]=2[C:3]=1/[CH:12]=C/C.IC1C=CC2C(C)=N[O:22]C=2C=1/C=C\C.I([O-])(=O)(=O)=O.[Na+].S([O-])([O-])=O.[Na+].[Na+]. Given the product [I:1][C:2]1[CH:11]=[CH:10][C:5]2[C:6]([CH3:9])=[N:7][O:8][C:4]=2[C:3]=1[CH:12]=[O:22], predict the reactants needed to synthesize it. (6) Given the product [CH3:35][O:34][C:32](=[O:33])[CH2:31][C:30]([NH:1][C:2]1[CH:3]=[C:4]([C:5](=[O:6])[NH:7][CH2:8][C:9]2[CH:14]=[CH:13][CH:12]=[C:11]([F:15])[CH:10]=2)[CH:16]=[CH:17][C:18]=1[Cl:19])=[O:36], predict the reactants needed to synthesize it. The reactants are: [NH2:1][C:2]1[CH:3]=[C:4]([CH:16]=[CH:17][C:18]=1[Cl:19])[C:5]([NH:7][CH2:8][C:9]1[CH:14]=[CH:13][CH:12]=[C:11]([F:15])[CH:10]=1)=[O:6].C(N(C(C)C)C(C)C)C.Cl[C:30](=[O:36])[CH2:31][C:32]([O:34][CH3:35])=[O:33]. (7) Given the product [O:2]=[C:3]1[C:8]([CH2:9][N:10]2[CH2:15][CH2:14][CH:13]([CH2:16][C:17](=[O:23])[C:18]3[S:19][CH:20]=[CH:21][CH:22]=3)[CH2:12][CH2:11]2)=[CH:7][CH:6]=[CH:5][NH:4]1, predict the reactants needed to synthesize it. The reactants are: C[O:2][C:3]1[C:8]([CH2:9][N:10]2[CH2:15][CH2:14][CH:13]([CH2:16][C:17](=[O:23])[C:18]3[S:19][CH:20]=[CH:21][CH:22]=3)[CH2:12][CH2:11]2)=[CH:7][CH:6]=[CH:5][N:4]=1.S(Cl)(Cl)=O.